Dataset: Catalyst prediction with 721,799 reactions and 888 catalyst types from USPTO. Task: Predict which catalyst facilitates the given reaction. (1) Reactant: [Li+].[OH-].[CH:3]([C:6]1[CH:11]=[CH:10][C:9]([N:12]2[CH2:17][CH2:16][CH:15]([CH:18]([CH3:24])[C:19]([O:21]CC)=[O:20])[CH2:14][CH:13]2[C:25]2[CH:30]=[CH:29][C:28]([C:31]([F:34])([F:33])[F:32])=[CH:27][CH:26]=2)=[CH:8][CH:7]=1)([CH3:5])[CH3:4].O1CCOCC1.Cl. Product: [CH:3]([C:6]1[CH:7]=[CH:8][C:9]([N:12]2[CH2:17][CH2:16][CH:15]([CH:18]([CH3:24])[C:19]([OH:21])=[O:20])[CH2:14][CH:13]2[C:25]2[CH:30]=[CH:29][C:28]([C:31]([F:34])([F:32])[F:33])=[CH:27][CH:26]=2)=[CH:10][CH:11]=1)([CH3:4])[CH3:5]. The catalyst class is: 90. (2) Reactant: [NH2:1][C:2]1[N:7]=[C:6]([NH2:8])[C:5]([O:9][C:10]2[C:11]([CH:21]([CH3:23])[CH3:22])=[CH:12][C:13]([O:19][CH3:20])=[C:14]([C:16](=[O:18])[CH3:17])[CH:15]=2)=[CH:4][N:3]=1.CO[CH:26](OC)[N:27]([CH3:29])[CH3:28]. Product: [CH3:26][N:27]([CH3:29])[CH:28]=[CH:17][C:16]([C:14]1[C:13]([O:19][CH3:20])=[CH:12][C:11]([CH:21]([CH3:23])[CH3:22])=[C:10]([CH:15]=1)[O:9][C:5]1[C:6]([N:8]=[CH:26][N:27]([CH3:29])[CH3:28])=[N:7][C:2]([N:1]=[CH:26][N:27]([CH3:29])[CH3:28])=[N:3][CH:4]=1)=[O:18]. The catalyst class is: 9. (3) Reactant: [N:1]1[CH:6]=[CH:5][N:4]=[C:3]2[NH:7][CH:8]=[CH:9][C:2]=12.[N+:10]([O-])([OH:12])=[O:11].C(=O)(O)[O-].[Na+]. Product: [N+:10]([C:9]1[C:2]2[C:3](=[N:4][CH:5]=[CH:6][N:1]=2)[NH:7][CH:8]=1)([O-:12])=[O:11]. The catalyst class is: 6. (4) Reactant: [OH-].[Na+:2].[F:3][C:4]([F:42])([F:41])[C:5]1[CH:6]=[C:7]([S:15]([NH:18][C:19]2[S:20][C:21]3[CH2:22][N:23]([C:28]4[CH:36]=[C:35]([C:37]([F:40])([F:39])[F:38])[CH:34]=[CH:33][C:29]=4[C:30]([NH2:32])=[O:31])[CH2:24][CH2:25][C:26]=3[N:27]=2)(=[O:17])=[O:16])[CH:8]=[C:9]([C:11]([F:14])([F:13])[F:12])[CH:10]=1. Product: [Na+:2].[F:42][C:4]([F:3])([F:41])[C:5]1[CH:6]=[C:7]([S:15]([NH:18][C:19]2[S:20][C:21]3[CH2:22][N:23]([C:28]4[CH:36]=[C:35]([C:37]([F:38])([F:39])[F:40])[CH:34]=[CH:33][C:29]=4[C:30]([NH-:32])=[O:31])[CH2:24][CH2:25][C:26]=3[N:27]=2)(=[O:16])=[O:17])[CH:8]=[C:9]([C:11]([F:14])([F:13])[F:12])[CH:10]=1. The catalyst class is: 14. (5) Reactant: [CH:1]1([N:5]2[CH2:10][CH2:9][N:8]([C:11]([C:13]3[CH:14]=[C:15]4[C:19](=[CH:20][CH:21]=3)[NH:18][C:17]([C:22]([N:24]3[CH2:29][CH2:28][C:27]([F:31])([F:30])[CH2:26][CH2:25]3)=[O:23])=[CH:16]4)=[O:12])[CH2:7][CH2:6]2)[CH2:4][CH2:3][CH2:2]1.[CH3:32][O:33][C:34]1[N:39]=[CH:38][C:37](B(O)O)=[CH:36][N:35]=1.N1C=CC=CC=1. Product: [CH:1]1([N:5]2[CH2:6][CH2:7][N:8]([C:11]([C:13]3[CH:14]=[C:15]4[C:19](=[CH:20][CH:21]=3)[N:18]([C:37]3[CH:36]=[N:35][C:34]([O:33][CH3:32])=[N:39][CH:38]=3)[C:17]([C:22]([N:24]3[CH2:25][CH2:26][C:27]([F:30])([F:31])[CH2:28][CH2:29]3)=[O:23])=[CH:16]4)=[O:12])[CH2:9][CH2:10]2)[CH2:2][CH2:3][CH2:4]1. The catalyst class is: 221. (6) Reactant: C[Si]([N-][Si](C)(C)C)(C)C.[Li+].[Cl:11][C:12]1[CH:17]=[CH:16][C:15]([C:18]2[NH:27][C:26](=[O:28])[C:25]3[C:20](=[CH:21][C:22]([O:31][CH3:32])=[CH:23][C:24]=3[O:29][CH3:30])[N:19]=2)=[C:14](F)[CH:13]=1.Cl.[NH2:35][CH:36]1[CH2:41][CH2:40][N:39]([C:42](=[O:46])[CH:43]([CH3:45])[CH3:44])[CH2:38][CH2:37]1. Product: [Cl:11][C:12]1[CH:17]=[CH:16][C:15]([C:18]2[NH:27][C:26](=[O:28])[C:25]3[C:20](=[CH:21][C:22]([O:31][CH3:32])=[CH:23][C:24]=3[O:29][CH3:30])[N:19]=2)=[C:14]([NH:35][CH:36]2[CH2:41][CH2:40][N:39]([C:42](=[O:46])[CH:43]([CH3:44])[CH3:45])[CH2:38][CH2:37]2)[CH:13]=1. The catalyst class is: 598. (7) Reactant: [NH2:1][C:2]1[CH:7]=[CH:6][CH:5]=[C:4]([S:8]([NH2:11])(=[O:10])=[O:9])[CH:3]=1.[CH2:12]([O:19][CH2:20][C:21](Cl)=[O:22])[C:13]1[CH:18]=[CH:17][CH:16]=[CH:15][CH:14]=1.C([O-])(O)=O.[Na+]. Product: [NH2:11][S:8]([C:4]1[CH:3]=[C:2]([NH:1][C:21](=[O:22])[CH2:20][O:19][CH2:12][C:13]2[CH:18]=[CH:17][CH:16]=[CH:15][CH:14]=2)[CH:7]=[CH:6][CH:5]=1)(=[O:9])=[O:10]. The catalyst class is: 95.